Dataset: Peptide-MHC class I binding affinity with 185,985 pairs from IEDB/IMGT. Task: Regression. Given a peptide amino acid sequence and an MHC pseudo amino acid sequence, predict their binding affinity value. This is MHC class I binding data. (1) The peptide sequence is YSLAGSSPF. The MHC is HLA-B15:01 with pseudo-sequence HLA-B15:01. The binding affinity (normalized) is 0.824. (2) The peptide sequence is ARYGIFLPF. The MHC is HLA-B07:02 with pseudo-sequence HLA-B07:02. The binding affinity (normalized) is 0.339. (3) The peptide sequence is NSESGNSRY. The binding affinity (normalized) is 0.0847. The MHC is HLA-A02:19 with pseudo-sequence HLA-A02:19. (4) The peptide sequence is PVSDLYTSMR. The MHC is HLA-A31:01 with pseudo-sequence HLA-A31:01. The binding affinity (normalized) is 0.419. (5) The peptide sequence is VSFIEFVGW. The MHC is HLA-B35:01 with pseudo-sequence HLA-B35:01. The binding affinity (normalized) is 0.0855. (6) The peptide sequence is TMLDVDLRPA. The MHC is HLA-A02:06 with pseudo-sequence HLA-A02:06. The binding affinity (normalized) is 0.739.